Dataset: Reaction yield outcomes from USPTO patents with 853,638 reactions. Task: Predict the reaction yield, written as a fraction of the theoretical maximum amount of product (1.0 means a 100% yield; for example, 0.34 means a 34% yield). (1) The reactants are [Si:1]([O:8][C@@H:9]1[C@@H:13]([CH2:14][O:15][Si](C(C)(C)C)(C)C)[O:12][C@@H:11]([N:23]2[C:27]3[N:28]=[CH:29][N:30]=[C:31]([NH:32][C:33](=[O:40])[C:34]4[CH:39]=[CH:38][CH:37]=[CH:36][CH:35]=4)[C:26]=3[CH:25]=[CH:24]2)[CH2:10]1)([C:4]([CH3:7])([CH3:6])[CH3:5])([CH3:3])[CH3:2]. The catalyst is C1COCC1.N1C=CC=CC=1.N1C=CC=CC=1. The product is [Si:1]([O:8][C@@H:9]1[C@@H:13]([CH2:14][OH:15])[O:12][C@@H:11]([N:23]2[C:27]3[N:28]=[CH:29][N:30]=[C:31]([NH:32][C:33](=[O:40])[C:34]4[CH:35]=[CH:36][CH:37]=[CH:38][CH:39]=4)[C:26]=3[CH:25]=[CH:24]2)[CH2:10]1)([C:4]([CH3:5])([CH3:6])[CH3:7])([CH3:2])[CH3:3]. The yield is 0.310. (2) The reactants are [F:1][C:2]1[CH:7]=[CH:6][C:5]([C:8]2[CH:9]=[C:10]([O:15]C)[C:11](=[O:14])[NH:12][N:13]=2)=[CH:4][CH:3]=1.C(Cl)Cl.B(Br)(Br)Br. The catalyst is C(Cl)Cl. The product is [F:1][C:2]1[CH:3]=[CH:4][C:5]([C:8]2[CH:9]=[C:10]([OH:15])[C:11](=[O:14])[NH:12][N:13]=2)=[CH:6][CH:7]=1. The yield is 0.350. (3) The product is [CH3:14][C:13]([N+:10]([O-:12])=[O:11])([CH3:15])[CH2:6][C:5]1[CH:8]=[CH:9][C:2]([OH:1])=[CH:3][CH:4]=1. The yield is 0.710. The reactants are [OH:1][C:2]1[CH:9]=[CH:8][C:5]([CH2:6]O)=[CH:4][CH:3]=1.[N+:10]([CH:13]([CH3:15])[CH3:14])([O-:12])=[O:11].CC(C)([O-])C.[K+]. The catalyst is COCCOCCOC. (4) The reactants are [F:1][C:2]([F:7])([F:6])[C:3]([OH:5])=[O:4].C(O)(=O)C.C(O)(=O)C.[I:16][C:17]1[CH:18]=[N:19][CH:20]=[CH:21][CH:22]=1.[C:23]1([O:29][CH3:30])[CH:28]=[CH:27][CH:26]=[CH:25][CH:24]=1. The catalyst is ClCCl. The product is [F:1][C:2]([F:7])([F:6])[C:3]([O-:5])=[O:4].[CH3:30][O:29][C:23]1[CH:28]=[CH:27][C:26]([I+:16][C:17]2[CH:18]=[N:19][CH:20]=[CH:21][CH:22]=2)=[CH:25][CH:24]=1. The yield is 0.520. (5) The yield is 0.410. The product is [Br:1][C:2]1[CH:3]=[CH:4][C:5]2[O:16][C:9]3([CH2:14][CH2:13][C:12](=[O:15])[CH2:11][CH2:10]3)[C:7](=[O:8])[C:6]=2[CH:17]=1. The reactants are [Br:1][C:2]1[CH:3]=[CH:4][C:5](F)=[C:6]([CH:17]=1)[C:7]([C:9]1([OH:16])[CH2:14][CH2:13][C:12](=[O:15])[CH2:11][CH2:10]1)=[O:8].CC([O-])(C)C.[K+]. The catalyst is C1COCC1. (6) The reactants are [Br:1][C:2]1[CH:3]=[C:4]([C:9]([CH:13]2[CH2:17][CH2:16][CH2:15][CH2:14]2)=[CH:10]OC)[C:5]([NH2:8])=[N:6][CH:7]=1.Cl(O)(=O)(=O)=O. The catalyst is O1CCOCC1. The product is [Br:1][C:2]1[CH:3]=[C:4]2[C:9]([CH:13]3[CH2:17][CH2:16][CH2:15][CH2:14]3)=[CH:10][NH:8][C:5]2=[N:6][CH:7]=1. The yield is 0.670. (7) The reactants are C([O:4][CH2:5][CH2:6][CH2:7][CH2:8][CH:9]([O:15][N+:16]([O-:18])=[O:17])[CH2:10][O:11][N+:12]([O-:14])=[O:13])(=O)C.[OH-].[Na+]. The catalyst is C1COCC1.CCO. The product is [N+:12]([O-:14])([O:11][CH2:10][CH:9]([O:15][N+:16]([O-:18])=[O:17])[CH2:8][CH2:7][CH2:6][CH2:5][OH:4])=[O:13]. The yield is 0.920.